This data is from Catalyst prediction with 721,799 reactions and 888 catalyst types from USPTO. The task is: Predict which catalyst facilitates the given reaction. (1) Reactant: [I:1][C:2]1[CH:3]=[C:4]([OH:8])[CH:5]=[CH:6][CH:7]=1.N1C=CN=C1.[C:14]([Si:18]([CH3:21])([CH3:20])Cl)([CH3:17])([CH3:16])[CH3:15]. Product: [I:1][C:2]1[CH:3]=[C:4]([CH:5]=[CH:6][CH:7]=1)[O:8][Si:18]([C:14]([CH3:17])([CH3:16])[CH3:15])([CH3:21])[CH3:20]. The catalyst class is: 4. (2) Reactant: [CH2:1]([O:3][C:4](=[O:13])[C:5]1[CH:10]=[CH:9][C:8]([NH2:11])=[C:7]([NH2:12])[CH:6]=1)[CH3:2].C(N(CC)CC)C.[C:21](=O)([O-])[O-:22].[K+].[K+].ClC(Cl)(OC(=O)OC(Cl)(Cl)Cl)Cl. Product: [CH2:1]([O:3][C:4]([C:5]1[CH:10]=[CH:9][C:8]2[NH:11][C:21](=[O:22])[NH:12][C:7]=2[CH:6]=1)=[O:13])[CH3:2]. The catalyst class is: 1. (3) Reactant: [Cl:1][C:2]1[CH:3]=[C:4]([N:8]2[C:12]([CH2:13][NH:14][C:15](=[O:33])[CH:16]([C:18]3[CH:19]=[CH:20][C:21]([CH2:24][NH:25]C(=O)OC(C)(C)C)=[N:22][CH:23]=3)[CH3:17])=[CH:11][C:10]([C:34]([F:37])([F:36])[F:35])=[N:9]2)[CH:5]=[CH:6][CH:7]=1.FC(F)(F)C(O)=O. Product: [NH2:25][CH2:24][C:21]1[N:22]=[CH:23][C:18]([CH:16]([CH3:17])[C:15]([NH:14][CH2:13][C:12]2[N:8]([C:4]3[CH:5]=[CH:6][CH:7]=[C:2]([Cl:1])[CH:3]=3)[N:9]=[C:10]([C:34]([F:37])([F:36])[F:35])[CH:11]=2)=[O:33])=[CH:19][CH:20]=1. The catalyst class is: 4. (4) Reactant: [O:1]=[C:2]1[NH:7][C:6]2[CH:8]=[C:9]([CH2:12][C:13]([OH:15])=O)[CH:10]=[CH:11][C:5]=2[S:4][CH2:3]1.[CH3:16][NH:17][C@@H:18]([C:26]1[CH:31]=[CH:30][CH:29]=[CH:28][CH:27]=1)[CH2:19][N:20]1[CH2:24][CH2:23][C@H:22]([OH:25])[CH2:21]1.CCN=C=NCCCN(C)C.C1C=CC2N(O)N=NC=2C=1. Product: [OH:25][C@H:22]1[CH2:23][CH2:24][N:20]([CH2:19][C@@H:18]([N:17]([CH3:16])[C:13](=[O:15])[CH2:12][C:9]2[CH:10]=[CH:11][C:5]3[S:4][CH2:3][C:2](=[O:1])[NH:7][C:6]=3[CH:8]=2)[C:26]2[CH:31]=[CH:30][CH:29]=[CH:28][CH:27]=2)[CH2:21]1. The catalyst class is: 30. (5) The catalyst class is: 25. Product: [CH2:1]([C@H:3]([NH:10][C:11]([C:13]1[C:22]2[C:17](=[CH:18][CH:19]=[CH:20][CH:21]=2)[N:16]=[C:15]([C:23]2[CH:24]=[CH:25][CH:26]=[CH:27][CH:28]=2)[C:14]=1[O:29][CH2:30][CH2:31][N:32]1[C:36](=[O:38])[CH2:35][CH2:34][C:33]1=[O:39])=[O:12])[C:4]1[CH:5]=[CH:6][CH:7]=[CH:8][CH:9]=1)[CH3:2]. Reactant: [CH2:1]([C@H:3]([NH:10][C:11]([C:13]1[C:22]2[C:17](=[CH:18][CH:19]=[CH:20][CH:21]=2)[N:16]=[C:15]([C:23]2[CH:28]=[CH:27][CH:26]=[CH:25][CH:24]=2)[C:14]=1[O:29][CH2:30][CH2:31][NH:32][C:33](=[O:39])[CH2:34][CH2:35][C:36]([OH:38])=O)=[O:12])[C:4]1[CH:9]=[CH:8][CH:7]=[CH:6][CH:5]=1)[CH3:2].C1C2C(=CC=CC=2)CCC1. (6) Reactant: Cl.Cl.[NH:3]1[CH2:6][CH:5]([C:7]2[C:8]([O:28][CH3:29])=[C:9]([CH:15]([N:17]3[C:21]4=[N:22][CH:23]=[N:24][C:25]([NH2:26])=[C:20]4[C:19]([CH3:27])=[N:18]3)[CH3:16])[CH:10]=[C:11]([Cl:14])[C:12]=2[CH3:13])[CH2:4]1.[Si]([O:37][CH2:38][CH:39]=O)(C(C)(C)C)(C)C.C(N(CC)CC)C.C(O[BH-](OC(=O)C)OC(=O)C)(=O)C.[Na+].[F-].C([N+](CCCC)(CCCC)CCCC)CCC.C1COCC1. Product: [NH2:26][C:25]1[N:24]=[CH:23][N:22]=[C:21]2[N:17]([CH:15]([C:9]3[C:8]([O:28][CH3:29])=[C:7]([CH:5]4[CH2:4][N:3]([CH2:39][CH2:38][OH:37])[CH2:6]4)[C:12]([CH3:13])=[C:11]([Cl:14])[CH:10]=3)[CH3:16])[N:18]=[C:19]([CH3:27])[C:20]=12. The catalyst class is: 2.